Dataset: Forward reaction prediction with 1.9M reactions from USPTO patents (1976-2016). Task: Predict the product of the given reaction. (1) Given the reactants [CH2:1]([NH:3][C:4]([C:6]1[S:28][C:9]2[N:10]=[C:11]([NH2:27])[N:12]=[C:13]([C:14]([C:16]3[CH:26]=[CH:25][C:19]4[N:20]([CH3:24])[CH2:21][CH2:22][O:23][C:18]=4[CH:17]=3)=O)[C:8]=2[CH:7]=1)=[O:5])[CH3:2].Cl.[NH2:30][OH:31], predict the reaction product. The product is: [CH2:1]([NH:3][C:4]([C:6]1[S:28][C:9]2[N:10]=[C:11]([NH2:27])[N:12]=[C:13]([C:14](=[N:30][OH:31])[C:16]3[CH:26]=[CH:25][C:19]4[N:20]([CH3:24])[CH2:21][CH2:22][O:23][C:18]=4[CH:17]=3)[C:8]=2[CH:7]=1)=[O:5])[CH3:2]. (2) The product is: [C:16]1([CH2:22][CH2:23][NH:24][S:10]([NH:13][C:14](=[O:15])[O:8][CH2:1][C:2]2[CH:7]=[CH:6][CH:5]=[CH:4][CH:3]=2)(=[O:12])=[O:11])[CH:21]=[CH:20][CH:19]=[CH:18][CH:17]=1. Given the reactants [CH2:1]([OH:8])[C:2]1[CH:7]=[CH:6][CH:5]=[CH:4][CH:3]=1.Cl[S:10]([N:13]=[C:14]=[O:15])(=[O:12])=[O:11].[C:16]1([CH2:22][CH2:23][NH2:24])[CH:21]=[CH:20][CH:19]=[CH:18][CH:17]=1.Cl, predict the reaction product.